From a dataset of Reaction yield outcomes from USPTO patents with 853,638 reactions. Predict the reaction yield, written as a fraction of the theoretical maximum amount of product (1.0 means a 100% yield; for example, 0.34 means a 34% yield). (1) The reactants are [CH:1]1([N:6]2[C:11]3=[N:12][C:13]([NH:16][C:17]4[CH:22]=[CH:21][C:20]([N:23]5[CH2:28][CH2:27][CH2:26][CH:25]([OH:29])[CH2:24]5)=[CH:19][CH:18]=4)=[N:14][CH:15]=[C:10]3[CH2:9][NH:8][C:7]2=[O:30])[CH2:5][CH2:4][CH2:3][CH2:2]1.CC(C)([O-])C.[K+]. The product is [CH:1]1([N:6]2[C:11]3=[N:12][C:13]([NH:16][C:17]4[CH:18]=[CH:19][C:20]([N:23]5[CH2:28][CH2:27][CH2:26][CH:25]([OH:29])[CH2:24]5)=[CH:21][CH:22]=4)=[N:14][CH:15]=[C:10]3[CH:9]=[N:8][C:7]2=[O:30])[CH2:2][CH2:3][CH2:4][CH2:5]1. The catalyst is C1COCC1. The yield is 0.450. (2) The yield is 0.970. The product is [CH:17]([O:9][C:4]1[CH:5]=[CH:6][CH:7]=[CH:8][C:3]=1[C:1]#[N:2])([CH3:19])[CH3:18]. The reactants are [C:1]([C:3]1[CH:8]=[CH:7][CH:6]=[CH:5][C:4]=1[OH:9])#[N:2].C(=O)([O-])[O-].[Cs+].[Cs+].I[CH:17]([CH3:19])[CH3:18]. The catalyst is CC(C)=O. (3) The reactants are [NH2:1][C:2]1[N:25]=[C:24]([Cl:26])[CH:23]=[CH:22][C:3]=1[C:4]([NH:6][CH2:7][C:8]1[CH:13]=[CH:12][C:11]([O:14][CH2:15][C:16]2[CH:21]=[CH:20][CH:19]=[CH:18][CH:17]=2)=[CH:10][CH:9]=1)=[O:5].CN(C)C=O.[Br:32]N1C(=O)CCC1=O. The catalyst is C(#N)C. The product is [NH2:1][C:2]1[N:25]=[C:24]([Cl:26])[C:23]([Br:32])=[CH:22][C:3]=1[C:4]([NH:6][CH2:7][C:8]1[CH:9]=[CH:10][C:11]([O:14][CH2:15][C:16]2[CH:21]=[CH:20][CH:19]=[CH:18][CH:17]=2)=[CH:12][CH:13]=1)=[O:5]. The yield is 0.500. (4) The reactants are [H-].[H-].[H-].[H-].[Li+].[Al+3].[CH3:7][N:8]1[CH2:13][CH2:12][CH:11]([O:14][C:15]2[N:20]=[C:19]([NH:21][C:22](=O)[CH3:23])[CH:18]=[CH:17][CH:16]=2)[CH2:10][CH2:9]1.[OH-].[Na+].O. The catalyst is C1COCC1. The product is [CH2:22]([NH:21][C:19]1[CH:18]=[CH:17][CH:16]=[C:15]([O:14][CH:11]2[CH2:12][CH2:13][N:8]([CH3:7])[CH2:9][CH2:10]2)[N:20]=1)[CH3:23]. The yield is 0.490. (5) The reactants are [N:1]([CH2:4][C@@H:5]([NH2:15])[CH2:6][C:7]1[CH:12]=[CH:11][C:10]([Cl:13])=[CH:9][C:8]=1[Cl:14])=[N+:2]=[N-:3].[OH:16][C@H:17]1[C:21]2[N:22]=[CH:23][N:24]=[C:25]([C:26]3[S:30][C:29]([C:31](O)=[O:32])=[CH:28][CH:27]=3)[C:20]=2[C@H:19]([CH3:34])[CH2:18]1.CCN(C(C)C)C(C)C.CN(C(ON1N=NC2C=CC=CC1=2)=[N+](C)C)C.F[P-](F)(F)(F)(F)F. The catalyst is C(Cl)Cl.CN(C=O)C. The product is [N:1]([CH2:4][C@@H:5]([NH:15][C:31]([C:29]1[S:30][C:26]([C:25]2[C:20]3[C@H:19]([CH3:34])[CH2:18][C@@H:17]([OH:16])[C:21]=3[N:22]=[CH:23][N:24]=2)=[CH:27][CH:28]=1)=[O:32])[CH2:6][C:7]1[CH:12]=[CH:11][C:10]([Cl:13])=[CH:9][C:8]=1[Cl:14])=[N+:2]=[N-:3]. The yield is 0.100. (6) The reactants are [Si]([O:18][CH:19]([C:21]1[CH:25]=[N:24][N:23]([CH2:26][C@@H:27]2[C@H:30]([NH:31][C:32](=[O:34])[O-:33])[C:29](=[O:35])[NH:28]2)[N:22]=1)[CH3:20])(C(C)(C)C)(C1C=CC=CC=1)C1C=CC=CC=1.[CH3:36][CH2:37][CH2:38]C[N+](CCCC)(CCCC)CCCC.[F-].[CH2:54]1[CH2:58]O[CH2:56][CH2:55]1. No catalyst specified. The product is [OH:18][CH:19]([C:21]1[CH:25]=[N:24][N:23]([CH2:26][C@@H:27]2[C@H:30]([NH:31][C:32](=[O:34])[O:33][CH2:56][C:55]3[CH:38]=[CH:37][CH:36]=[CH:58][CH:54]=3)[C:29](=[O:35])[NH:28]2)[N:22]=1)[CH3:20]. The yield is 0.560.